Task: Predict the reactants needed to synthesize the given product.. Dataset: Full USPTO retrosynthesis dataset with 1.9M reactions from patents (1976-2016) (1) Given the product [F:1][C:2]1[CH:3]=[CH:4][C:5]([C:8]2[CH:16]=[C:11]3[CH2:12][N:13]([C:29]([O:28][C:25]([CH3:27])([CH3:26])[CH3:24])=[O:30])[CH2:14][CH2:15][N:10]3[N:9]=2)=[CH:6][CH:7]=1, predict the reactants needed to synthesize it. The reactants are: [F:1][C:2]1[CH:7]=[CH:6][C:5]([C:8]2[CH:16]=[C:11]3[CH2:12][NH:13][CH2:14][CH2:15][N:10]3[N:9]=2)=[CH:4][CH:3]=1.C(N(CC)CC)C.[CH3:24][C:25]([O:28][C:29](O[C:29]([O:28][C:25]([CH3:27])([CH3:26])[CH3:24])=[O:30])=[O:30])([CH3:27])[CH3:26]. (2) Given the product [Cl:16][C:15]1[C:2]([Cl:1])=[CH:3][C:4]2[N:8]([CH2:26][C:25]3[CH:28]=[CH:29][C:22]([N+:19]([O-:21])=[O:20])=[CH:23][CH:24]=3)[C:7]([CH2:9][C:10]([F:12])([F:13])[F:11])=[N:6][C:5]=2[CH:14]=1, predict the reactants needed to synthesize it. The reactants are: [Cl:1][C:2]1[C:15]([Cl:16])=[CH:14][C:5]2[NH:6][C:7]([CH2:9][C:10]([F:13])([F:12])[F:11])=[N:8][C:4]=2[CH:3]=1.[H-].[Na+].[N+:19]([C:22]1[CH:29]=[CH:28][C:25]([CH2:26]Br)=[CH:24][CH:23]=1)([O-:21])=[O:20].